Dataset: Reaction yield outcomes from USPTO patents with 853,638 reactions. Task: Predict the reaction yield, written as a fraction of the theoretical maximum amount of product (1.0 means a 100% yield; for example, 0.34 means a 34% yield). (1) The reactants are [Cl:1][C:2]1[CH:7]=[C:6]([N+:8]([O-])=O)[CH:5]=[CH:4][C:3]=1[C:11]1[CH:12]=[N:13][CH:14]=[CH:15][C:16]=1[CH3:17]. The catalyst is CCOC(C)=O.[Pd]. The product is [Cl:1][C:2]1[CH:7]=[C:6]([CH:5]=[CH:4][C:3]=1[C:11]1[CH:12]=[N:13][CH:14]=[CH:15][C:16]=1[CH3:17])[NH2:8]. The yield is 0.890. (2) The reactants are [NH2:1][C:2]1[CH:26]=[CH:25][C:5]2[CH2:6][CH2:7][C:8]3[C:9]([C:22]([NH2:24])=[O:23])=[N:10][N:11]([C:13]4[CH:18]=[C:17]([F:19])[C:16]([NH2:20])=[C:15]([F:21])[CH:14]=4)[C:12]=3[C:4]=2[CH:3]=1.[Cl:27][C:28]1[CH:36]=[N:35][CH:34]=[CH:33][C:29]=1[C:30](O)=[O:31].C(N(C(C)C)CC)(C)C.CN(C(ON1N=NC2C=CC=NC1=2)=[N+](C)C)C.F[P-](F)(F)(F)(F)F. The catalyst is CN(C=O)C. The product is [NH2:20][C:16]1[C:15]([F:21])=[CH:14][C:13]([N:11]2[C:12]3[C:4]4[CH:3]=[C:2]([NH:1][C:30](=[O:31])[C:29]5[CH:33]=[CH:34][N:35]=[CH:36][C:28]=5[Cl:27])[CH:26]=[CH:25][C:5]=4[CH2:6][CH2:7][C:8]=3[C:9]([C:22]([NH2:24])=[O:23])=[N:10]2)=[CH:18][C:17]=1[F:19]. The yield is 0.150. (3) The reactants are [F:1][C:2]1[CH:7]=[CH:6][CH:5]=[CH:4][C:3]=1[C:8]1[N:9]([S:15]([C:18]2[CH:25]=[CH:24][C:21]([C:22]#[N:23])=[CH:20][CH:19]=2)(=[O:17])=[O:16])[CH:10]=[C:11]([CH:13]=O)[CH:12]=1.CO.[CH3:28][NH2:29].[BH4-].[Na+].[ClH:32].C(=O)([O-])O.[Na+]. The catalyst is CO. The product is [ClH:32].[F:1][C:2]1[CH:7]=[CH:6][CH:5]=[CH:4][C:3]=1[C:8]1[N:9]([S:15]([C:18]2[CH:25]=[CH:24][C:21]([C:22]#[N:23])=[CH:20][CH:19]=2)(=[O:17])=[O:16])[CH:10]=[C:11]([CH2:13][NH:29][CH3:28])[CH:12]=1. The yield is 0.620. (4) The reactants are [CH3:1][C:2]1[CH:3]=[CH:4][C:5](C2C=CC=C(N)C=2N)=[N:6][CH:7]=1.[S:16]([NH2:20])([NH2:19])(=[O:18])=[O:17].COCCO[CH2:26][CH2:27]OC. No catalyst specified. The product is [CH3:1][C:2]1[CH:3]=[CH:4][C:5]([N:19]2[C:1]3[CH:2]=[CH:3][CH:4]=[CH:26][C:27]=3[NH:20][S:16]2(=[O:18])=[O:17])=[N:6][CH:7]=1. The yield is 0.830. (5) The reactants are [Cl:1][C:2]1[C:28]([Cl:29])=[CH:27][C:5]([CH2:6][NH:7][C:8]([CH:10]2[CH2:15][CH2:14][N:13]([CH:16]3[CH2:19][N:18]([C:20](OC(C)(C)C)=[O:21])[CH2:17]3)[CH2:12][CH2:11]2)=[O:9])=[C:4]([O:30][CH3:31])[CH:3]=1.[CH2:32](N(CC)CC)[CH3:33].C(Cl)(=O)C=C. The catalyst is Cl.CO.C(Cl)Cl. The product is [C:20]([N:18]1[CH2:17][CH:16]([N:13]2[CH2:14][CH2:15][CH:10]([C:8]([NH:7][CH2:6][C:5]3[CH:27]=[C:28]([Cl:29])[C:2]([Cl:1])=[CH:3][C:4]=3[O:30][CH3:31])=[O:9])[CH2:11][CH2:12]2)[CH2:19]1)(=[O:21])[CH:32]=[CH2:33]. The yield is 0.820.